This data is from Full USPTO retrosynthesis dataset with 1.9M reactions from patents (1976-2016). The task is: Predict the reactants needed to synthesize the given product. Given the product [Br:17][CH2:8][C:7]1[N:6]([CH3:9])[N:5]([C:10]2[CH:15]=[CH:14][CH:13]=[CH:12][CH:11]=2)[C:4](=[O:16])[C:3]=1[O:2][CH3:1], predict the reactants needed to synthesize it. The reactants are: [CH3:1][O:2][C:3]1[C:4](=[O:16])[N:5]([C:10]2[CH:15]=[CH:14][CH:13]=[CH:12][CH:11]=2)[N:6]([CH3:9])[C:7]=1[CH3:8].[Br:17]N1C(=O)CCC1=O.